This data is from Catalyst prediction with 721,799 reactions and 888 catalyst types from USPTO. The task is: Predict which catalyst facilitates the given reaction. (1) Reactant: [CH3:1][C:2]1[C:6]([CH3:7])=[C:5]([NH:8][C:9](=[O:16])OCC(Cl)(Cl)Cl)[O:4][N:3]=1.[F:17][C:18]1[CH:23]=[C:22]([F:24])[CH:21]=[CH:20][C:19]=1[C:25]1[CH:30]=[CH:29][N:28]=[C:27]([N:31]2[CH2:36][CH2:35][NH:34][CH2:33][CH2:32]2)[N:26]=1. Product: [F:17][C:18]1[CH:23]=[C:22]([F:24])[CH:21]=[CH:20][C:19]=1[C:25]1[CH:30]=[CH:29][N:28]=[C:27]([N:31]2[CH2:32][CH2:33][N:34]([C:9]([NH:8][C:5]3[O:4][N:3]=[C:2]([CH3:1])[C:6]=3[CH3:7])=[O:16])[CH2:35][CH2:36]2)[N:26]=1. The catalyst class is: 175. (2) Reactant: [CH2:1]([CH:3]([CH2:22][CH3:23])[CH2:4][CH:5]([C:9]1[C:17]2[C:12](=[CH:13][CH:14]=[CH:15][CH:16]=2)[N:11](C(OC)=O)[CH:10]=1)[C:6]([OH:8])=[O:7])[CH3:2].[OH-].[Na+].Cl. Product: [CH2:22]([CH:3]([CH2:1][CH3:2])[CH2:4][CH:5]([C:9]1[C:17]2[C:12](=[CH:13][CH:14]=[CH:15][CH:16]=2)[NH:11][CH:10]=1)[C:6]([OH:8])=[O:7])[CH3:23]. The catalyst class is: 5. (3) Reactant: [CH3:1][CH:2]([CH3:18])[CH2:3][NH:4][C:5]1[C:14]2[C:9](=[CH:10][CH:11]=[CH:12][N:13]=2)[N:8]=[CH:7][C:6]=1[N+:15]([O-])=O.[H][H]. Product: [CH3:1][CH:2]([CH3:18])[CH2:3][NH:4][C:5]1[C:14]2[C:9](=[CH:10][CH:11]=[CH:12][N:13]=2)[N:8]=[CH:7][C:6]=1[NH2:15]. The catalyst class is: 612. (4) Reactant: [CH2:1]([N:8]1[C:17](=[O:18])[C:16]2[C:11](=[CH:12][C:13]([C:19]([O:21][CH3:22])=[O:20])=[CH:14][CH:15]=2)[N:10]=[C:9]1Cl)[C:2]1[CH:7]=[CH:6][CH:5]=[CH:4][CH:3]=1.C(N(CC)C(C)C)(C)C.[Cl:33][C:34]1[CH:41]=[CH:40][C:37]([CH2:38][NH2:39])=[CH:36][CH:35]=1. Product: [CH2:1]([N:8]1[C:17](=[O:18])[C:16]2[C:11](=[CH:12][C:13]([C:19]([O:21][CH3:22])=[O:20])=[CH:14][CH:15]=2)[N:10]=[C:9]1[NH:39][CH2:38][C:37]1[CH:40]=[CH:41][C:34]([Cl:33])=[CH:35][CH:36]=1)[C:2]1[CH:7]=[CH:6][CH:5]=[CH:4][CH:3]=1. The catalyst class is: 32. (5) Reactant: [CH2:1]([N:8]1[C:17]([C:18]([OH:20])=[O:19])=[C:16]([C:21]2[CH:26]=[CH:25][CH:24]=[CH:23][CH:22]=2)[C:15]2[C:10](=[CH:11][CH:12]=[C:13]([O:27][CH3:28])[CH:14]=2)[C:9]1=[O:29])[C:2]1[CH:7]=[CH:6][CH:5]=[CH:4][CH:3]=1.CI.[C:32](=O)([O-])[O-].[K+].[K+].O. Product: [CH3:32][O:19][C:18]([C:17]1[N:8]([CH2:1][C:2]2[CH:3]=[CH:4][CH:5]=[CH:6][CH:7]=2)[C:9](=[O:29])[C:10]2[C:15]([C:16]=1[C:21]1[CH:22]=[CH:23][CH:24]=[CH:25][CH:26]=1)=[CH:14][C:13]([O:27][CH3:28])=[CH:12][CH:11]=2)=[O:20]. The catalyst class is: 3. (6) Reactant: [NH:1]1[CH:5]=[CH:4][N:3]=[CH:2]1.C(=O)([O-])[O-].[K+].[K+].Br[CH2:13][CH2:14][C:15]1[CH:20]=[CH:19][CH:18]=[CH:17][CH:16]=1. Product: [CH2:13]([N:1]1[CH:5]=[CH:4][N:3]=[CH:2]1)[CH2:14][C:15]1[CH:20]=[CH:19][CH:18]=[CH:17][CH:16]=1. The catalyst class is: 1. (7) Reactant: C(C([N:6]1[C:11]([OH:12])=[C:10]([C:13]([NH:15][CH2:16][C:17]([OH:19])=[O:18])=[O:14])[C:9](=[O:20])[N:8](C(CC)CC)[C:7]1=[O:26])CC)C.[CH2:41]([CH:40](N1C(=O)CC(=O)N([CH:40]([CH2:43][CH3:44])[CH2:41][CH3:42])C1=O)[CH2:43][CH3:44])[CH3:42].[CH:46](N(C(C)C)CC)(C)[CH3:47].N(CC(OCC)=O)=[C:56]=O.[CH3:64][CH2:65][CH2:66][CH2:67][CH2:68][CH3:69]. Product: [OH:12][C:11]1[N:6]([CH:66]([CH2:65][CH2:64][CH3:56])[CH2:67][CH2:68][CH3:69])[C:7](=[O:26])[N:8]([CH:43]([CH2:40][CH2:41][CH3:42])[CH2:44][CH2:46][CH3:47])[C:9](=[O:20])[C:10]=1[C:13]([NH:15][CH2:16][C:17]([OH:19])=[O:18])=[O:14]. The catalyst class is: 4. (8) Reactant: [Br:1][C:2]1[C:10]2[S:9][C:8]([NH:11][C:12]([NH:14][CH2:15][CH3:16])=[O:13])=[N:7][C:6]=2[CH:5]=[C:4](I)[CH:3]=1.[CH3:18][C:19]1([C:40]([O:42][CH2:43][CH3:44])=[O:41])[CH2:24][CH2:23][N:22]([C:25]2[N:30]=[CH:29][C:28](B3OC(C)(C)C(C)(C)O3)=[CH:27][N:26]=2)[CH2:21][CH2:20]1.CO.P([O-])([O-])([O-])=O.[K+].[K+].[K+]. Product: [Br:1][C:2]1[C:10]2[S:9][C:8]([NH:11][C:12]([NH:14][CH2:15][CH3:16])=[O:13])=[N:7][C:6]=2[CH:5]=[C:4]([C:28]2[CH:27]=[N:26][C:25]([N:22]3[CH2:23][CH2:24][C:19]([CH3:18])([C:40]([O:42][CH2:43][CH3:44])=[O:41])[CH2:20][CH2:21]3)=[N:30][CH:29]=2)[CH:3]=1. The catalyst class is: 752. (9) Reactant: [Br:1][C:2]1[CH:7]=[CH:6][C:5]([NH:8][C:9]2[N:14]=[C:13]3[C:15]4[C:16](=[C:20]([C:24]([OH:26])=O)[N:21](C)[N:22]=4)[CH2:17][CH2:18][CH2:19][C:12]3=[CH:11][N:10]=2)=[C:4]([O:27][CH3:28])[CH:3]=1.[K].[CH3:30]CN(C(C)C)C(C)C.CN(C(ON1N=NC2C=CC=CC1=2)=[N+](C)C)C.[B-](F)(F)(F)F.[CH2:61]([NH2:68])[C:62]1[CH:67]=[CH:66][CH:65]=[CH:64][CH:63]=1. Product: [CH2:61]([NH:68][C:24]([C:20]1[C:16]2[CH2:17][CH2:18][CH2:19][C:12]3[C:13](=[N:14][C:9]([NH:8][C:5]4[CH:6]=[CH:7][C:2]([Br:1])=[CH:3][C:4]=4[O:27][CH3:28])=[N:10][CH:11]=3)[C:15]=2[N:22]([CH3:30])[N:21]=1)=[O:26])[C:62]1[CH:67]=[CH:66][CH:65]=[CH:64][CH:63]=1. The catalyst class is: 18.